Task: Predict the reactants needed to synthesize the given product.. Dataset: Full USPTO retrosynthesis dataset with 1.9M reactions from patents (1976-2016) (1) Given the product [F:13][C:14]1[C:19]([CH:30]=[O:31])=[C:18]([F:20])[CH:17]=[CH:16][C:15]=1[NH:21][S:22]([CH2:25][CH2:26][CH3:27])(=[O:24])=[O:23], predict the reactants needed to synthesize it. The reactants are: C(NC(C)C)(C)C.C([Li])CCC.[F:13][C:14]1[CH:19]=[C:18]([F:20])[CH:17]=[CH:16][C:15]=1[NH:21][S:22]([CH2:25][CH2:26][CH3:27])(=[O:24])=[O:23].CN(C)[CH:30]=[O:31].Cl. (2) Given the product [CH2:1]([C:3]1[CH:12]=[CH:11][C:6]([NH:7][C:8](=[O:10])[CH3:9])=[C:5]([N+:13]([O-:15])=[O:14])[CH:4]=1)[CH3:2], predict the reactants needed to synthesize it. The reactants are: [CH2:1]([C:3]1[CH:12]=[CH:11][C:6]([NH:7][C:8](=[O:10])[CH3:9])=[CH:5][CH:4]=1)[CH3:2].[N+:13]([O-])([OH:15])=[O:14]. (3) The reactants are: [C:1]([C:5]1[CH:13]=[C:12]2[C:8]([CH2:9][CH2:10][C:11]2([CH3:15])[CH3:14])=[C:7]([C:16](=O)[CH3:17])[CH:6]=1)([CH3:4])([CH3:3])[CH3:2].[C:19](O)(=O)C.[CH:23]([NH2:25])=[NH:24]. Given the product [C:1]([C:5]1[CH:13]=[C:12]2[C:8]([CH2:9][CH2:10][C:11]2([CH3:15])[CH3:14])=[C:7]([C:16]2[CH:17]=[CH:19][N:25]=[CH:23][N:24]=2)[CH:6]=1)([CH3:4])([CH3:3])[CH3:2], predict the reactants needed to synthesize it. (4) The reactants are: [C:1]1([C:8]2[CH:13]=[CH:12][CH:11]=[CH:10][CH:9]=2)[C:2]([NH2:7])=[CH:3][CH:4]=[CH:5][CH:6]=1.Br[C:15]1[CH:20]=[CH:19][CH:18]=[CH:17][C:16]=1[O:21][CH3:22].C(O[Na])(C)(C)C. Given the product [CH3:22][O:21][C:16]1[CH:17]=[CH:18][CH:19]=[CH:20][C:15]=1[NH:7][C:2]1[C:1]([C:8]2[CH:9]=[CH:10][CH:11]=[CH:12][CH:13]=2)=[CH:6][CH:5]=[CH:4][CH:3]=1, predict the reactants needed to synthesize it. (5) Given the product [C:5]([O:4][C:2]1[CH:15]=[CH:14][C:13]2[C@@H:12]3[C@H:21]([C@H:22]4[C@@:9]([CH2:10][CH2:11]3)([CH3:8])[C@@H:25]([O:26][C:34](=[O:29])[CH3:35])[CH2:24][CH2:23]4)[CH2:20][CH2:19][C:18]=2[CH:1]=1)(=[O:6])[CH3:7], predict the reactants needed to synthesize it. The reactants are: [CH3:1][C:2]([O:4][C:5]([CH3:7])=[O:6])=O.[CH3:8][C@@:9]12[C@@H:25]([OH:26])[CH2:24][CH2:23][C@H:22]1[C@H:21]1[C@@H:12]([C:13]3[CH:14]=[CH:15]C(O)=C[C:18]=3[CH2:19][CH2:20]1)[CH2:11][CH2:10]2.C[OH:29].N1[CH:35]=[CH:34]C=CC=1. (6) The reactants are: CC1(C)COB([C:8]2[CH:31]=[CH:30][C:11]3[C:12]4[N:16]([CH2:17][CH2:18][O:19][C:10]=3[CH:9]=2)[CH:15]=[C:14]([C:20]2[N:21]([CH2:25][C:26]([F:29])([F:28])[F:27])[N:22]=[CH:23][N:24]=2)[N:13]=4)OC1.Cl.N[OH:35].[OH-].[Na+]. Given the product [F:28][C:26]([F:27])([F:29])[CH2:25][N:21]1[C:20]([C:14]2[N:13]=[C:12]3[C:11]4[CH:30]=[CH:31][C:8]([OH:35])=[CH:9][C:10]=4[O:19][CH2:18][CH2:17][N:16]3[CH:15]=2)=[N:24][CH:23]=[N:22]1, predict the reactants needed to synthesize it. (7) Given the product [CH2:1]([O:3][C:4](=[O:14])[CH2:5][C:6]1[CH:11]=[C:10]([O:12][S:22]([C:25]([F:28])([F:27])[F:26])(=[O:24])=[O:23])[CH:9]=[C:8]([F:13])[CH:7]=1)[CH3:2], predict the reactants needed to synthesize it. The reactants are: [CH2:1]([O:3][C:4](=[O:14])[CH2:5][C:6]1[CH:11]=[C:10]([OH:12])[CH:9]=[C:8]([F:13])[CH:7]=1)[CH3:2].C1C=CC(N([S:22]([C:25]([F:28])([F:27])[F:26])(=[O:24])=[O:23])[S:22]([C:25]([F:28])([F:27])[F:26])(=[O:24])=[O:23])=CC=1. (8) Given the product [O:3]=[C:4]1[C:9]([C:10]2[S:14][C:13]([CH2:15][NH:16][C:17]([C:19]3[NH:20][CH:21]=[C:22]([C:24](=[O:34])[C:25]4[C:26]([F:33])=[CH:27][C:28]([F:32])=[CH:29][C:30]=4[F:31])[CH:23]=3)=[O:18])=[N:12][N:11]=2)=[CH:8][CH:7]=[CH:6][NH:5]1, predict the reactants needed to synthesize it. The reactants are: C([O:3][C:4]1[C:9]([C:10]2[S:14][C:13]([CH2:15][NH:16][C:17]([C:19]3[NH:20][CH:21]=[C:22]([C:24](=[O:34])[C:25]4[C:30]([F:31])=[CH:29][C:28]([F:32])=[CH:27][C:26]=4[F:33])[CH:23]=3)=[O:18])=[N:12][N:11]=2)=[CH:8][CH:7]=[CH:6][N:5]=1)C.Cl. (9) Given the product [CH3:39][S:40]([O:31][CH2:30][CH2:29][C:25]1[CH:26]=[CH:27][CH:28]=[C:23]([NH:22][C:13]2[N:12]=[CH:11][C:10]3[CH2:9][C@@H:8]([C:3]4[CH:4]=[CH:5][CH:6]=[CH:7][C:2]=4[F:1])[C:17]4[CH:18]=[CH:19][CH:20]=[CH:21][C:16]=4[C:15]=3[N:14]=2)[CH:24]=1)(=[O:42])=[O:41], predict the reactants needed to synthesize it. The reactants are: [F:1][C:2]1[CH:7]=[CH:6][CH:5]=[CH:4][C:3]=1[C@H:8]1[C:17]2[CH:18]=[CH:19][CH:20]=[CH:21][C:16]=2[C:15]2[N:14]=[C:13]([NH:22][C:23]3[CH:24]=[C:25]([CH2:29][CH2:30][OH:31])[CH:26]=[CH:27][CH:28]=3)[N:12]=[CH:11][C:10]=2[CH2:9]1.C(N(CC)CC)C.[CH3:39][S:40](Cl)(=[O:42])=[O:41]. (10) The reactants are: [C:1]1([C:7]2[N:12]=[CH:11][C:10]([CH2:13][CH2:14][NH2:15])=[CH:9][CH:8]=2)[CH:6]=[CH:5][CH:4]=[CH:3][CH:2]=1.C1([O:22][C:23]([O:25][CH2:26][C:27]([O:29][CH2:30][CH3:31])=[O:28])=O)C=CC=CC=1. Given the product [C:1]1([C:7]2[N:12]=[CH:11][C:10]([CH2:13][CH2:14][NH:15][C:23]([O:25][CH2:26][C:27]([O:29][CH2:30][CH3:31])=[O:28])=[O:22])=[CH:9][CH:8]=2)[CH:6]=[CH:5][CH:4]=[CH:3][CH:2]=1, predict the reactants needed to synthesize it.